This data is from Peptide-MHC class II binding affinity with 134,281 pairs from IEDB. The task is: Regression. Given a peptide amino acid sequence and an MHC pseudo amino acid sequence, predict their binding affinity value. This is MHC class II binding data. The peptide sequence is AYSDDKSMKVTVAFN. The MHC is DRB1_0405 with pseudo-sequence DRB1_0405. The binding affinity (normalized) is 0.423.